From a dataset of Catalyst prediction with 721,799 reactions and 888 catalyst types from USPTO. Predict which catalyst facilitates the given reaction. (1) Product: [CH2:1]([O:3][C:4](=[O:20])[C:5]1[CH:17]=[C:16]([CH:18]=[O:19])[CH:15]=[C:7]([C:8]([N:10]([CH3:14])[CH2:11][CH2:12][CH3:13])=[O:9])[CH:6]=1)[CH3:2]. Reactant: [CH2:1]([O:3][C:4](=[O:20])[C:5]1[CH:17]=[C:16]([CH2:18][OH:19])[CH:15]=[C:7]([C:8]([N:10]([CH3:14])[CH2:11][CH2:12][CH3:13])=[O:9])[CH:6]=1)[CH3:2].CC(OI1(OC(C)=O)(OC(C)=O)OC(=O)C2C=CC=CC1=2)=O. The catalyst class is: 4. (2) Reactant: [Li]CCCC.CC1(C)CCCC(C)(C)N1.[F:16][C:17]1[C:25]([CH3:26])=[C:24]([F:27])[CH:23]=[CH:22][C:18]=1[C:19]([OH:21])=[O:20].[S:28]1[CH:32]=[CH:31][N:30]=[C:29]1[CH:33]=[O:34]. Product: [F:16][C:17]1[C:25]([CH3:26])=[C:24]([F:27])[C:23]([CH:33]([OH:34])[C:29]2[S:28][CH:32]=[CH:31][N:30]=2)=[CH:22][C:18]=1[C:19]([OH:21])=[O:20]. The catalyst class is: 1. (3) Reactant: [Br:1][C:2]1[O:6][C:5]([C:7]([OH:9])=O)=[CH:4][CH:3]=1.C(Cl)(=O)C([Cl:13])=O. Product: [Br:1][C:2]1[O:6][C:5]([C:7]([Cl:13])=[O:9])=[CH:4][CH:3]=1. The catalyst class is: 2. (4) Reactant: Br[C:2]1[N:6]([CH:7]([CH3:9])[CH3:8])[C:5]2[CH:10]([C:22]3[CH:27]=[CH:26][C:25]([Cl:28])=[CH:24][CH:23]=3)[N:11]([C:14]3[CH:19]=[CH:18][C:17](=[O:20])[N:16]([CH3:21])[CH:15]=3)[C:12](=[O:13])[C:4]=2[N:3]=1.C([Sn](CCCC)(CCCC)[C:34]1[CH:39]=[CH:38][CH:37]=[CH:36][N:35]=1)CCC.[F-].[Cs+]. Product: [Cl:28][C:25]1[CH:26]=[CH:27][C:22]([CH:10]2[C:5]3[N:6]([CH:7]([CH3:9])[CH3:8])[C:2]([C:34]4[CH:39]=[CH:38][CH:37]=[CH:36][N:35]=4)=[N:3][C:4]=3[C:12](=[O:13])[N:11]2[C:14]2[CH:19]=[CH:18][C:17](=[O:20])[N:16]([CH3:21])[CH:15]=2)=[CH:23][CH:24]=1. The catalyst class is: 44.